The task is: Predict the product of the given reaction.. This data is from Forward reaction prediction with 1.9M reactions from USPTO patents (1976-2016). Given the reactants O=C1C2C(=CC=CC=2)C(=O)[N:3]1[C:12]1[CH:17]=[CH:16][C:15]([S:18]([N:21]([CH3:23])[CH3:22])(=[O:20])=[O:19])=[CH:14][C:13]=1[O:24][CH3:25].O.NN, predict the reaction product. The product is: [NH2:3][C:12]1[CH:17]=[CH:16][C:15]([S:18]([N:21]([CH3:22])[CH3:23])(=[O:19])=[O:20])=[CH:14][C:13]=1[O:24][CH3:25].